Dataset: Peptide-MHC class II binding affinity with 134,281 pairs from IEDB. Task: Regression. Given a peptide amino acid sequence and an MHC pseudo amino acid sequence, predict their binding affinity value. This is MHC class II binding data. (1) The peptide sequence is YKALPVVLENARILK. The MHC is DRB1_0701 with pseudo-sequence DRB1_0701. The binding affinity (normalized) is 0.467. (2) The peptide sequence is KNWMTETLLVQNANPDCKTI. The MHC is HLA-DPA10103-DPB10401 with pseudo-sequence HLA-DPA10103-DPB10401. The binding affinity (normalized) is 0.564.